From a dataset of Peptide-MHC class II binding affinity with 134,281 pairs from IEDB. Regression. Given a peptide amino acid sequence and an MHC pseudo amino acid sequence, predict their binding affinity value. This is MHC class II binding data. (1) The peptide sequence is AAGAATTAAGAASGA. The MHC is HLA-DQA10104-DQB10503 with pseudo-sequence HLA-DQA10104-DQB10503. The binding affinity (normalized) is 0.0171. (2) The peptide sequence is LQSLGAEIAVEQAAL. The MHC is DRB1_1302 with pseudo-sequence DRB1_1302. The binding affinity (normalized) is 0.237. (3) The peptide sequence is SRGNRAFIAINLQKN. The MHC is DRB1_0701 with pseudo-sequence DRB1_0701. The binding affinity (normalized) is 0.559. (4) The peptide sequence is TGLWPFIRINNLKVK. The MHC is DRB1_0901 with pseudo-sequence DRB1_0901. The binding affinity (normalized) is 0.935.